Dataset: Reaction yield outcomes from USPTO patents with 853,638 reactions. Task: Predict the reaction yield, written as a fraction of the theoretical maximum amount of product (1.0 means a 100% yield; for example, 0.34 means a 34% yield). (1) The reactants are [N:1]1[CH:6]=[CH:5][CH:4]=[CH:3][C:2]=1[C:7]1[N:11]=[C:10]([C:12]2[CH:17]=[C:16]([OH:18])[CH:15]=[C:14]([C:19]#[N:20])[CH:13]=2)[O:9][N:8]=1.C(=O)([O-])[O-].[K+].[K+].[CH3:27][O:28][CH2:29][CH2:30]Cl. The catalyst is CN(C)C=O.ClCCl. The product is [N:1]1[CH:6]=[CH:5][CH:4]=[CH:3][C:2]=1[C:7]1[N:11]=[C:10]([C:12]2[CH:17]=[C:16]([O:18][CH2:30][CH2:29][O:28][CH3:27])[CH:15]=[C:14]([C:19]#[N:20])[CH:13]=2)[O:9][N:8]=1. The yield is 0.500. (2) The reactants are [CH3:1][C:2]1[CH:6]=[C:5]([CH3:7])[NH:4][N:3]=1.[H-].[Na+].Cl[C:11]1[N:16]=[C:15]([NH:17][C:18]2[CH:23]=[CH:22][C:21]([Cl:24])=[CH:20][CH:19]=2)[C:14]([N+:25]([O-:27])=[O:26])=[C:13]([NH:28][CH3:29])[CH:12]=1.O. The catalyst is O1CCCC1. The product is [Cl:24][C:21]1[CH:20]=[CH:19][C:18]([NH:17][C:15]2[C:14]([N+:25]([O-:27])=[O:26])=[C:13]([NH:28][CH3:29])[CH:12]=[C:11]([N:3]3[C:2]([CH3:1])=[CH:6][C:5]([CH3:7])=[N:4]3)[N:16]=2)=[CH:23][CH:22]=1. The yield is 0.960. (3) The reactants are [CH3:1][S:2]([C:5]1[CH:36]=[CH:35][C:8]([CH2:9][NH:10][C:11]([C:13]2[C:14](=[O:34])[N:15]([C:24]3[CH:29]=[CH:28][CH:27]=[C:26]([C:30]([F:33])([F:32])[F:31])[CH:25]=3)[C:16]([CH3:23])=[C:17]([C:19]([NH:21][NH2:22])=[O:20])[CH:18]=2)=[O:12])=[CH:7][CH:6]=1)(=[O:4])=[O:3].[CH3:37][N:38]([CH3:42])[C:39](Cl)=[O:40]. The catalyst is C1COCC1. The product is [CH3:37][N:38]([C:39]([NH:22][NH:21][C:19]([C:17]1[CH:18]=[C:13]([C:11]([NH:10][CH2:9][C:8]2[CH:35]=[CH:36][C:5]([S:2]([CH3:1])(=[O:3])=[O:4])=[CH:6][CH:7]=2)=[O:12])[C:14](=[O:34])[N:15]([C:24]2[CH:29]=[CH:28][CH:27]=[C:26]([C:30]([F:31])([F:33])[F:32])[CH:25]=2)[C:16]=1[CH3:23])=[O:20])=[O:40])[CH3:42]. The yield is 0.600. (4) The reactants are [Cl:1][C:2]1[CH:3]=[C:4]([CH:8]([NH:12][C:13]2[NH:14][C:15](=[O:27])[C:16]3[C:17](=[C:19]([CH:22]4[CH2:26][CH2:25][CH2:24][CH2:23]4)[O:20][N:21]=3)[N:18]=2)[CH2:9][CH2:10]O)[CH:5]=[CH:6][CH:7]=1.CS(Cl)(=O)=O. The catalyst is C(Cl)Cl. The product is [Cl:1][C:2]1[CH:3]=[C:4]([CH:8]2[CH2:9][CH2:10][N:14]3[C:15](=[O:27])[C:16]4[C:17](=[C:19]([CH:22]5[CH2:23][CH2:24][CH2:25][CH2:26]5)[O:20][N:21]=4)[NH:18][C:13]3=[N:12]2)[CH:5]=[CH:6][CH:7]=1. The yield is 0.100. (5) The reactants are [CH:1]1[C:6]([C:7]([CH2:9][NH2:10])=O)=[CH:5][CH:4]=[C:3]([Br:11])[CH:2]=1.Cl.C([O-])(=O)C.[Na+].C(O)(=O)C.[NH:22]=[C:23](SC)[C:24]([O:26][CH2:27][CH3:28])=[O:25].C([O-])(O)=O.[Na+]. The catalyst is O1CCOCC1. The product is [Br:11][C:3]1[CH:4]=[CH:5][C:6]([C:7]2[N:22]=[C:23]([C:24]([O:26][CH2:27][CH3:28])=[O:25])[NH:10][CH:9]=2)=[CH:1][CH:2]=1. The yield is 0.750. (6) The reactants are [CH3:1][CH:2]1[CH2:7][O:6][CH:5]([C:8]([OH:10])=O)[O:4][CH2:3]1.C1C=CC(P(C2C=CC=CC=2)C2C=CC=CC=2)=CC=1.C1C(=O)N(Cl)C(=O)C1.[CH3:38][O:39][C:40]([C:42]1[S:43][C:44]([C:51]2[CH:56]=[CH:55][CH:54]=[CH:53][CH:52]=2)=[CH:45][C:46]=1[NH:47][CH:48]([CH3:50])[CH3:49])=[O:41]. The catalyst is ClCCCl. The product is [CH3:38][O:39][C:40]([C:42]1[S:43][C:44]([C:51]2[CH:52]=[CH:53][CH:54]=[CH:55][CH:56]=2)=[CH:45][C:46]=1[N:47]([CH:48]([CH3:50])[CH3:49])[C:8]([CH:5]1[O:4][CH2:3][CH:2]([CH3:1])[CH2:7][O:6]1)=[O:10])=[O:41]. The yield is 0.350. (7) The reactants are [Br:1][C:2]1[CH:3]=[C:4]([NH:10][C:11]2[CH:16]=[CH:15][C:14]([N:17]3[CH2:22][CH2:21][NH:20][CH2:19][C@@H:18]3[CH2:23][CH3:24])=[CH:13][N:12]=2)[C:5](=[O:9])[N:6]([CH3:8])[CH:7]=1.[O:25]1[CH2:28][C:27](=O)[CH2:26]1.[BH3-]C#N.[Na+].O. The catalyst is CO.[Cl-].[Zn+2].[Cl-]. The product is [Br:1][C:2]1[CH:3]=[C:4]([NH:10][C:11]2[CH:16]=[CH:15][C:14]([N:17]3[CH2:22][CH2:21][N:20]([CH:27]4[CH2:28][O:25][CH2:26]4)[CH2:19][C@@H:18]3[CH2:23][CH3:24])=[CH:13][N:12]=2)[C:5](=[O:9])[N:6]([CH3:8])[CH:7]=1. The yield is 0.680. (8) The reactants are [CH:1]1[C:10]2[CH2:9][CH2:8][CH2:7][CH2:6][C:5]=2[CH:4]=[CH:3][C:2]=1[C:11]1[NH:15][CH:14]=[N:13][CH:12]=1.[H-].[Na+].[CH3:18][Si:19]([CH2:22][CH2:23][O:24][CH2:25]Cl)([CH3:21])[CH3:20]. No catalyst specified. The product is [CH:1]1[C:10]2[CH2:9][CH2:8][CH2:7][CH2:6][C:5]=2[CH:4]=[CH:3][C:2]=1[C:11]1[N:15]([CH2:25][O:24][CH2:23][CH2:22][Si:19]([CH3:21])([CH3:20])[CH3:18])[CH:14]=[N:13][CH:12]=1. The yield is 0.520. (9) The product is [C:14]1([C:6]2[CH:5]=[C:4]3[C:9]([CH2:10][C:11](=[O:12])[NH:1]3)=[CH:8][CH:7]=2)[CH:19]=[CH:18][CH:17]=[CH:16][CH:15]=1. The reactants are [N+:1]([C:4]1[CH:5]=[C:6]([C:14]2[CH:19]=[CH:18][CH:17]=[CH:16][CH:15]=2)[CH:7]=[CH:8][C:9]=1[CH2:10][C:11](O)=[O:12])([O-])=O. The yield is 0.930. The catalyst is C(O)(=O)C.[Fe]. (10) The reactants are [F:1][C:2]1[CH:10]=[CH:9][C:8]([CH2:11][C:12]2[C:21]3[C:16](=[CH:17][CH:18]=[CH:19][CH:20]=3)[C:15](=[O:22])[NH:14][N:13]=2)=[CH:7][C:3]=1[C:4](O)=[O:5].[CH3:23][O:24][CH2:25][C@@H:26]([O:28][CH:29]1[CH2:34][CH2:33][NH:32][CH2:31][CH2:30]1)[CH3:27].CCN(C(C)C)C(C)C. The catalyst is CN(C=O)C. The product is [F:1][C:2]1[CH:10]=[CH:9][C:8]([CH2:11][C:12]2[C:21]3[C:16](=[CH:17][CH:18]=[CH:19][CH:20]=3)[C:15](=[O:22])[NH:14][N:13]=2)=[CH:7][C:3]=1[C:4]([N:32]1[CH2:33][CH2:34][CH:29]([O:28][C@@H:26]([CH3:27])[CH2:25][O:24][CH3:23])[CH2:30][CH2:31]1)=[O:5]. The yield is 0.707.